Dataset: Full USPTO retrosynthesis dataset with 1.9M reactions from patents (1976-2016). Task: Predict the reactants needed to synthesize the given product. (1) The reactants are: [CH2:1]([S:3]([N:6]1[CH2:11][CH2:10][CH:9]([C:12]2[C:20]3[C:15](=[C:16]([C:29]([NH2:31])=[O:30])[CH:17]=[C:18]([C:21]4[CH:26]=[CH:25][CH:24]=[C:23]([CH:27]=O)[CH:22]=4)[CH:19]=3)[NH:14][CH:13]=2)[CH2:8][CH2:7]1)(=[O:5])=[O:4])[CH3:2].[CH:32]1([NH2:37])[CH2:36][CH2:35][CH2:34][CH2:33]1.[BH-](OC(C)=O)(OC(C)=O)OC(C)=O.[Na+]. Given the product [CH:32]1([NH:37][CH2:27][C:23]2[CH:22]=[C:21]([C:18]3[CH:19]=[C:20]4[C:15](=[C:16]([C:29]([NH2:31])=[O:30])[CH:17]=3)[NH:14][CH:13]=[C:12]4[CH:9]3[CH2:8][CH2:7][N:6]([S:3]([CH2:1][CH3:2])(=[O:4])=[O:5])[CH2:11][CH2:10]3)[CH:26]=[CH:25][CH:24]=2)[CH2:36][CH2:35][CH2:34][CH2:33]1, predict the reactants needed to synthesize it. (2) Given the product [CH3:5][CH2:6][C:7]([CH2:9][CH2:10]/[CH:11]=[C:12](/[CH2:14][CH2:15][CH:16]=[C:17]([CH3:18])[CH3:19])\[CH3:13])=[CH2:8].[CH2:1]=[CH:2][CH:3]=[CH2:4].[CH3:1][CH2:2][C:3]([CH2:9][CH2:10]/[CH:11]=[C:12](/[CH2:14][CH2:15][CH:16]=[C:17]([CH3:18])[CH3:19])\[CH3:13])=[CH2:4], predict the reactants needed to synthesize it. The reactants are: [CH2:1]=[CH:2][CH:3]=[CH2:4].[CH3:5][CH2:6][C:7]([CH2:9][CH2:10]/[CH:11]=[C:12](/[CH2:14][CH2:15][CH:16]=[C:17]([CH3:19])[CH3:18])\[CH3:13])=[CH2:8]. (3) Given the product [Br:1][C:2]1[CH:3]=[CH:4][C:5]([CH:8]2[O:12][C:25]([CH3:27])([CH3:24])[O:10][C:9]2=[O:11])=[CH:6][CH:7]=1, predict the reactants needed to synthesize it. The reactants are: [Br:1][C:2]1[CH:7]=[CH:6][C:5]([CH:8]([OH:12])[C:9]([OH:11])=[O:10])=[CH:4][CH:3]=1.S(=O)(=O)(O)O.C(=O)([O-])[O-].[Na+].[Na+].[CH3:24][C:25]([CH3:27])=O.